Dataset: Catalyst prediction with 721,799 reactions and 888 catalyst types from USPTO. Task: Predict which catalyst facilitates the given reaction. (1) Reactant: [CH3:1][O:2][C:3]([C@H:5]1[CH2:10][CH2:9][C@H:8]([C:11]([OH:13])=O)[CH2:7][CH2:6]1)=[O:4].ON1C2C=CC=CC=2N=N1.[CH3:24][N:25]([CH3:30])[CH2:26][CH2:27][NH:28][CH3:29].C(=O)([O-])O.[Na+]. Product: [CH3:24][N:25]([CH3:30])[CH2:26][CH2:27][N:28]([CH3:29])[C:11]([C@H:8]1[CH2:7][CH2:6][C@H:5]([C:3]([O:2][CH3:1])=[O:4])[CH2:10][CH2:9]1)=[O:13]. The catalyst class is: 22. (2) Reactant: [Cl:1][C:2]1[CH:7]=[CH:6][C:5]([S:8][CH:9]([C:14]2[CH:19]=[C:18]([F:20])[CH:17]=[CH:16][C:15]=2[F:21])[CH:10]([CH3:13])[CH2:11][OH:12])=[CH:4][CH:3]=1.[N:22]1[CH:27]=[CH:26]C=[CH:24][CH:23]=1.Cl[C:29](OC1C=CC([N+]([O-])=O)=CC=1)=[O:30].C(NCC)C. Product: [CH2:27]([N:22]([CH2:23][CH3:24])[C:29](=[O:30])[O:12][CH2:11][CH:10]([CH3:13])[CH:9]([S:8][C:5]1[CH:4]=[CH:3][C:2]([Cl:1])=[CH:7][CH:6]=1)[C:14]1[CH:19]=[C:18]([F:20])[CH:17]=[CH:16][C:15]=1[F:21])[CH3:26]. The catalyst class is: 841. (3) Reactant: COC1C=C(C(Cl)=O)C=CC=1.[CH3:12][O:13][C:14]1[CH:15]=[C:16]2[C:21](=[CH:22][C:23]=1[O:24][CH3:25])[N:20]=[CH:19][CH:18]=[C:17]2[O:26][C:27]1[CH:33]=[CH:32][C:30]([NH2:31])=[C:29]([F:34])[CH:28]=1.[CH3:35][O:36][C:37]1[CH:38]=[C:39]([C:43]([N:45]=[C:46]=[S:47])=[O:44])[CH:40]=[CH:41][CH:42]=1. Product: [CH3:35][O:36][C:37]1[CH:38]=[C:39]([C:43]([N:45]=[C:46]=[S:47])=[O:44])[CH:40]=[CH:41][CH:42]=1.[CH3:12][O:13][C:14]1[CH:15]=[C:16]2[C:21](=[CH:22][C:23]=1[O:24][CH3:25])[N:20]=[CH:19][CH:18]=[C:17]2[O:26][C:27]1[CH:33]=[CH:32][C:30]([NH:31][C:46]([NH:45][C:43](=[O:44])[C:39]2[CH:40]=[CH:41][CH:42]=[C:37]([O:36][CH3:35])[CH:38]=2)=[S:47])=[C:29]([F:34])[CH:28]=1. The catalyst class is: 234. (4) Reactant: Br[C:2]1[N:6]([CH2:7][C:8]2[CH:13]=[CH:12][C:11]([O:14][CH3:15])=[CH:10][CH:9]=2)[N:5]=[C:4]([CH2:16][O:17][CH3:18])[N:3]=1.[Cl:19][C:20]1[CH:25]=[C:24]([NH2:26])[CH:23]=[C:22]([Cl:27])[N:21]=1.CC([O-])(C)C.[Na+]. Product: [Cl:19][C:20]1[CH:25]=[C:24]([NH:26][C:2]2[N:6]([CH2:7][C:8]3[CH:13]=[CH:12][C:11]([O:14][CH3:15])=[CH:10][CH:9]=3)[N:5]=[C:4]([CH2:16][O:17][CH3:18])[N:3]=2)[CH:23]=[C:22]([Cl:27])[N:21]=1. The catalyst class is: 3.